Dataset: Forward reaction prediction with 1.9M reactions from USPTO patents (1976-2016). Task: Predict the product of the given reaction. (1) The product is: [CH2:1]([O:8][C:9](=[O:40])[C@@H:10]([N:14]([CH2:25][C:26]1[CH:31]=[CH:30][C:29]([C:32]2[CH:37]=[CH:36][CH:35]=[CH:34][C:33]=2[C:38]#[N:39])=[CH:28][CH:27]=1)[C:15](=[O:24])[CH2:16][CH2:17][C:18](=[O:19])[CH3:23])[CH:11]([CH3:12])[CH3:13])[C:2]1[CH:7]=[CH:6][CH:5]=[CH:4][CH:3]=1. Given the reactants [CH2:1]([O:8][C:9](=[O:40])[C@@H:10]([N:14]([CH2:25][C:26]1[CH:31]=[CH:30][C:29]([C:32]2[CH:37]=[CH:36][CH:35]=[CH:34][C:33]=2[C:38]#[N:39])=[CH:28][CH:27]=1)[C:15](=[O:24])[CH2:16][CH2:17][C:18]1([CH3:23])OCC[O:19]1)[CH:11]([CH3:13])[CH3:12])[C:2]1[CH:7]=[CH:6][CH:5]=[CH:4][CH:3]=1.Cl, predict the reaction product. (2) The product is: [NH2:1][C:2]1[CH:3]=[C:4]([CH:8]=[CH:9][N:10]=1)[C:5]([NH:11][CH2:12][CH2:13][CH:14]([C:15]1[CH:16]=[CH:17][C:18]([F:21])=[CH:19][CH:20]=1)[C:22]1[CH:23]=[CH:24][C:25]([C:26](=[O:27])[NH:28][CH3:29])=[CH:30][CH:31]=1)=[O:7]. Given the reactants [NH2:1][C:2]1[CH:3]=[C:4]([CH:8]=[CH:9][N:10]=1)[C:5]([OH:7])=O.[NH2:11][CH2:12][CH2:13][CH:14]([C:22]1[CH:31]=[CH:30][C:25]([C:26]([NH:28][CH3:29])=[O:27])=[CH:24][CH:23]=1)[C:15]1[CH:20]=[CH:19][C:18]([F:21])=[CH:17][CH:16]=1.C1C=CC2N(O)N=NC=2C=1.C(Cl)CCl.C(N(C(C)C)CC)(C)C, predict the reaction product. (3) Given the reactants [OH-].[K+].CS(C)=O.[Br:7][C:8]1[CH:18]=[CH:17][C:11]([O:12][CH2:13][CH2:14][CH2:15][OH:16])=[CH:10][CH:9]=1.[CH3:19][C:20]1([CH2:24]OS(C2C=CC(C)=CC=2)(=O)=O)[CH2:23][O:22][CH2:21]1, predict the reaction product. The product is: [Br:7][C:8]1[CH:18]=[CH:17][C:11]([O:12][CH2:13][CH2:14][CH2:15][O:16][CH2:19][C:20]2([CH3:24])[CH2:23][O:22][CH2:21]2)=[CH:10][CH:9]=1. (4) The product is: [C:13]([NH:15][C:60]1[CH:61]=[CH:62][CH:63]=[CH:64][C:65]=1[C:33](=[C:47]1[CH2:52][CH2:51][N:50]([CH2:53][C:54]2[CH:55]=[N:56][CH:57]=[CH:58][CH:59]=2)[CH2:49][CH2:48]1)[C:34]1[CH:46]=[CH:45][C:37]([C:38]([N:40]([CH2:43][CH3:44])[CH2:41][CH3:42])=[O:39])=[CH:36][CH:35]=1)(=[O:14])[CH3:12]. Given the reactants NC1C=CC=CC=1C(=C1CCN(CCCC)CC1)C1C=C[C:12]([C:13]([N:15](CC)CC)=[O:14])=CC=1.Br[C:33](=[C:47]1[CH2:52][CH2:51][N:50]([CH2:53][C:54]2[CH:55]=[N:56][CH:57]=[CH:58][CH:59]=2)[CH2:49][CH2:48]1)[C:34]1[CH:46]=[CH:45][C:37]([C:38]([N:40]([CH2:43][CH3:44])[CH2:41][CH3:42])=[O:39])=[CH:36][CH:35]=1.[C:60]1(C)[CH:65]=[CH:64][CH:63]=[CH:62][CH:61]=1.C([O-])([O-])=O.[Na+].[Na+], predict the reaction product. (5) Given the reactants C(=O)([O-])[O-].[K+].[K+].[CH2:7]([O:14][C:15]1[CH:16]=[C:17]([OH:21])[CH:18]=[CH:19][CH:20]=1)[C:8]1[CH:13]=[CH:12][CH:11]=[CH:10][CH:9]=1.C1OCCOCCOCCOCCOCCOC1.[CH2:40]([O:42][C:43]([C:45]1[C:46]2[S:54][CH:53]=[C:52]([CH2:55]Br)[C:47]=2[C:48]([Cl:51])=[N:49][CH:50]=1)=[O:44])[CH3:41], predict the reaction product. The product is: [CH2:40]([O:42][C:43]([C:45]1[C:46]2[S:54][CH:53]=[C:52]([CH2:55][O:21][C:17]3[CH:18]=[CH:19][CH:20]=[C:15]([O:14][CH2:7][C:8]4[CH:9]=[CH:10][CH:11]=[CH:12][CH:13]=4)[CH:16]=3)[C:47]=2[C:48]([Cl:51])=[N:49][CH:50]=1)=[O:44])[CH3:41]. (6) Given the reactants Cl[C:2]1[C:11]([N+:12]([O-:14])=[O:13])=[CH:10][CH:9]=[CH:8][C:3]=1[C:4]([O:6][CH3:7])=[O:5].C1COCC1.[Cl:20][C:21]1[CH:28]=[CH:27][C:24]([CH2:25][NH2:26])=[CH:23][CH:22]=1, predict the reaction product. The product is: [Cl:20][C:21]1[CH:28]=[CH:27][C:24]([CH2:25][NH:26][C:2]2[C:11]([N+:12]([O-:14])=[O:13])=[CH:10][CH:9]=[CH:8][C:3]=2[C:4]([O:6][CH3:7])=[O:5])=[CH:23][CH:22]=1. (7) Given the reactants Br[C:2]1[CH:10]=[C:9]2[C:5]([CH:6]=[CH:7][NH:8]2)=[CH:4][CH:3]=1.[C:11](=[O:14])([O-])[O-].[K+].[K+], predict the reaction product. The product is: [NH:8]1[C:9]2[C:5](=[CH:4][CH:3]=[C:2]([C:2]3[CH:10]=[CH:9][C:5]([CH:11]=[O:14])=[CH:4][CH:3]=3)[CH:10]=2)[CH:6]=[CH:7]1. (8) Given the reactants [CH2:1]([CH:4]1[CH2:8][N:7]([CH2:9][N:10]2[CH:14]=[CH:13][CH:12]=[CH:11]2)[C:6](=[O:15])[CH2:5]1)[CH2:2][CH3:3].[Cl:16]N1C(=O)CCC1=O.C(Cl)(Cl)(Cl)Cl, predict the reaction product. The product is: [Cl:16][C:14]1[N:10]([CH2:9][N:7]2[CH2:8][CH:4]([CH2:1][CH2:2][CH3:3])[CH2:5][C:6]2=[O:15])[CH:11]=[CH:12][CH:13]=1. (9) Given the reactants C[Si](C)(C)[C:3]1[O:7][C:6]2[C:8](=[O:17])[C:9]3[C:14]([C:15](=[O:16])[C:5]=2[CH:4]=1)=[CH:13][CH:12]=[CH:11][CH:10]=3.[Br:20]Br, predict the reaction product. The product is: [Br:20][C:3]1[O:7][C:6]2[C:8](=[O:17])[C:9]3[C:14]([C:15](=[O:16])[C:5]=2[CH:4]=1)=[CH:13][CH:12]=[CH:11][CH:10]=3.